Task: Regression. Given a peptide amino acid sequence and an MHC pseudo amino acid sequence, predict their binding affinity value. This is MHC class II binding data.. Dataset: Peptide-MHC class II binding affinity with 134,281 pairs from IEDB (1) The peptide sequence is MLSPMLHHWIKVEYG. The MHC is DRB1_1101 with pseudo-sequence DRB1_1101. The binding affinity (normalized) is 0.577. (2) The binding affinity (normalized) is 0.526. The MHC is DRB1_0101 with pseudo-sequence DRB1_0101. The peptide sequence is SSLTEEFYHSYLQIQ.